This data is from Reaction yield outcomes from USPTO patents with 853,638 reactions. The task is: Predict the reaction yield, written as a fraction of the theoretical maximum amount of product (1.0 means a 100% yield; for example, 0.34 means a 34% yield). The reactants are [NH2:1][C:2]1[C:3]([C:9]([O:11][CH3:12])=[O:10])=[N:4][C:5](Br)=[CH:6][CH:7]=1.[F:13][C:14]1[CH:19]=[CH:18][CH:17]=[C:16]([F:20])[C:15]=1B(O)O. The catalyst is C1C=CC(P(C2C=CC=CC=2)[C-]2C=CC=C2)=CC=1.C1C=CC(P(C2C=CC=CC=2)[C-]2C=CC=C2)=CC=1.Cl[Pd]Cl.[Fe+2].C(Cl)Cl.COCCOC. The product is [NH2:1][C:2]1[C:3]([C:9]([O:11][CH3:12])=[O:10])=[N:4][C:5]([C:15]2[C:14]([F:13])=[CH:19][CH:18]=[CH:17][C:16]=2[F:20])=[CH:6][CH:7]=1. The yield is 0.470.